Dataset: Forward reaction prediction with 1.9M reactions from USPTO patents (1976-2016). Task: Predict the product of the given reaction. (1) Given the reactants C[O:2][C:3](=[O:31])[CH2:4][N:5]1[CH2:14][C:13]2[C:8](=[CH:9][CH:10]=[CH:11][CH:12]=2)[N:7]([CH2:15][C:16](=[O:29])[NH:17][C:18]2[CH:23]=[C:22]([Cl:24])[C:21]([O:25][CH3:26])=[CH:20][C:19]=2[O:27][CH3:28])[C:6]1=[O:30].[OH-].[K+].Cl, predict the reaction product. The product is: [Cl:24][C:22]1[C:21]([O:25][CH3:26])=[CH:20][C:19]([O:27][CH3:28])=[C:18]([NH:17][C:16]([CH2:15][N:7]2[C:8]3[C:13](=[CH:12][CH:11]=[CH:10][CH:9]=3)[CH2:14][N:5]([CH2:4][C:3]([OH:31])=[O:2])[C:6]2=[O:30])=[O:29])[CH:23]=1. (2) Given the reactants [CH3:1][O:2][C:3]1[CH:12]=[C:11]2[C:6]([CH2:7][CH2:8][CH2:9][CH:10]2[C:13]([OH:15])=O)=[CH:5][CH:4]=1.[C:16]([C:18]1[CH:23]=[CH:22][C:21]([CH2:24][NH:25][C:26]2[CH:31]=[CH:30][C:29]([CH:32]([CH3:34])[CH3:33])=[CH:28][CH:27]=2)=[CH:20][CH:19]=1)#[N:17], predict the reaction product. The product is: [C:16]([C:18]1[CH:19]=[CH:20][C:21]([CH2:24][N:25]([C:26]2[CH:31]=[CH:30][C:29]([CH:32]([CH3:34])[CH3:33])=[CH:28][CH:27]=2)[C:13]([CH:10]2[C:11]3[C:6](=[CH:5][CH:4]=[C:3]([O:2][CH3:1])[CH:12]=3)[CH2:7][CH2:8][CH2:9]2)=[O:15])=[CH:22][CH:23]=1)#[N:17]. (3) Given the reactants [CH3:1][C:2]([CH3:11])([CH2:8][C:9]#[CH:10])[C:3]([O:5][CH2:6][CH3:7])=[O:4].[CH3:12][C:13]([CH3:18])([CH3:17])[C:14](Cl)=[O:15], predict the reaction product. The product is: [CH3:11][C:2]([CH3:1])([CH2:8][C:9]#[C:10][C:14](=[O:15])[C:13]([CH3:18])([CH3:17])[CH3:12])[C:3]([O:5][CH2:6][CH3:7])=[O:4]. (4) The product is: [Br:1][C:2]1[CH:24]=[CH:23][C:5]2[N:6]=[C:7]([NH:9][C:10]3[CH:15]=[C:14]([CH2:16][O:17][CH3:18])[N:13]=[C:12]([NH:34][C@H:35]4[CH2:40][CH2:39][C@H:38]([OH:41])[CH2:37][CH2:36]4)[N:11]=3)[S:8][C:4]=2[CH:3]=1. Given the reactants [Br:1][C:2]1[CH:24]=[CH:23][C:5]2[N:6]=[C:7]([NH:9][C:10]3[CH:15]=[C:14]([CH2:16][O:17][CH3:18])[N:13]=[C:12](S(C)(=O)=O)[N:11]=3)[S:8][C:4]=2[CH:3]=1.C(N(C(C)C)CC)(C)C.[NH2:34][C@H:35]1[CH2:40][CH2:39][C@H:38]([OH:41])[CH2:37][CH2:36]1.O, predict the reaction product. (5) Given the reactants Cl[C:2]1[N:7]=[C:6]([N:8]2[CH2:13][CH2:12][CH:11]([C:14]([O:16][CH3:17])=[O:15])[CH2:10][CH2:9]2)[CH:5]=[CH:4][N:3]=1.[H][H], predict the reaction product. The product is: [N:3]1[CH:4]=[CH:5][C:6]([N:8]2[CH2:13][CH2:12][CH:11]([C:14]([O:16][CH3:17])=[O:15])[CH2:10][CH2:9]2)=[N:7][CH:2]=1. (6) Given the reactants ClC(Cl)(O[C:5](=[O:11])OC(Cl)(Cl)Cl)Cl.[CH2:13]([O:20][C:21]1[CH:26]=[CH:25][C:24]([C@@H:27]2[NH:32][CH2:31][CH2:30][N:29]3[C:33](=[O:36])[CH2:34][CH2:35][C@@H:28]23)=[C:23]([CH3:37])[CH:22]=1)[C:14]1[CH:19]=[CH:18][CH:17]=[CH:16][CH:15]=1.[CH2:38]([C:40]1[CH:41]=[C:42]([C@H:50]([NH:52][CH3:53])[CH3:51])[CH:43]=[C:44]([C:46]([F:49])([F:48])[F:47])[CH:45]=1)[CH3:39], predict the reaction product. The product is: [CH2:13]([O:20][C:21]1[CH:26]=[CH:25][C:24]([C@@H:27]2[N:32]([C:5]([N:52]([C@@H:50]([C:42]3[CH:43]=[C:44]([C:46]([F:47])([F:48])[F:49])[CH:45]=[C:40]([CH2:38][CH3:39])[CH:41]=3)[CH3:51])[CH3:53])=[O:11])[CH2:31][CH2:30][N:29]3[C:33](=[O:36])[CH2:34][CH2:35][C@@H:28]23)=[C:23]([CH3:37])[CH:22]=1)[C:14]1[CH:19]=[CH:18][CH:17]=[CH:16][CH:15]=1. (7) Given the reactants Br[CH2:2][CH2:3][CH2:4][CH2:5][CH2:6][CH2:7][C:8]1[C:14]2[CH:15]=[CH:16][C:17]([OH:19])=[CH:18][C:13]=2[CH2:12][CH2:11][CH2:10][C:9]=1[C:20]1[CH:25]=[CH:24][CH:23]=[CH:22][CH:21]=1.[CH2:26]([NH:28][CH2:29][CH2:30][CH2:31][S:32]([CH2:34][CH2:35][C:36]([F:39])([F:38])[F:37])=[O:33])[CH3:27], predict the reaction product. The product is: [CH2:26]([N:28]([CH2:29][CH2:30][CH2:31][S:32]([CH2:34][CH2:35][C:36]([F:39])([F:37])[F:38])=[O:33])[CH2:2][CH2:3][CH2:4][CH2:5][CH2:6][CH2:7][C:8]1[C:14]2[CH:15]=[CH:16][C:17]([OH:19])=[CH:18][C:13]=2[CH2:12][CH2:11][CH2:10][C:9]=1[C:20]1[CH:25]=[CH:24][CH:23]=[CH:22][CH:21]=1)[CH3:27]. (8) Given the reactants Cl.[Cl:2][C:3]1[C:38]([C:39]([F:42])([F:41])[F:40])=[CH:37][CH:36]=[CH:35][C:4]=1[CH2:5][N:6]([CH2:21][CH:22]([C:29]1[CH:34]=[CH:33][CH:32]=[CH:31][CH:30]=1)[C:23]1[CH:28]=[CH:27][CH:26]=[CH:25][CH:24]=1)[CH2:7][CH2:8][CH2:9][O:10][C:11]1[CH:12]=[C:13]([CH2:17][C:18]([OH:20])=[O:19])[CH:14]=[CH:15][CH:16]=1.[CH3:43]O, predict the reaction product. The product is: [CH3:43][O:19][C:18](=[O:20])[CH2:17][C:13]1[CH:14]=[CH:15][CH:16]=[C:11]([O:10][CH2:9][CH2:8][CH2:7][N:6]([CH2:5][C:4]2[CH:35]=[CH:36][CH:37]=[C:38]([C:39]([F:40])([F:41])[F:42])[C:3]=2[Cl:2])[CH2:21][CH:22]([C:23]2[CH:28]=[CH:27][CH:26]=[CH:25][CH:24]=2)[C:29]2[CH:30]=[CH:31][CH:32]=[CH:33][CH:34]=2)[CH:12]=1. (9) The product is: [C:1]([O:5][C:6](=[O:30])[NH:7][C@H:8]([CH2:19][C:20]1[C:28]2[C:23](=[CH:24][CH:25]=[CH:26][CH:27]=2)[N:22]([CH3:29])[CH:21]=1)[C:9]([N:11]1[CH2:15][CH2:14][CH2:13][C@H:12]1[C:16]#[N:17])=[O:10])([CH3:3])([CH3:4])[CH3:2]. Given the reactants [C:1]([O:5][C:6](=[O:30])[NH:7][CH:8]([CH2:19][C:20]1[C:28]2[C:23](=[CH:24][CH:25]=[CH:26][CH:27]=2)[N:22]([CH3:29])[CH:21]=1)[C:9]([N:11]1[CH2:15][CH2:14][CH2:13][CH:12]1[C:16](=O)[NH2:17])=[O:10])([CH3:4])([CH3:3])[CH3:2].C(OCC)(=O)C.C(=O)(O)[O-].[Na+], predict the reaction product.